The task is: Predict which catalyst facilitates the given reaction.. This data is from Catalyst prediction with 721,799 reactions and 888 catalyst types from USPTO. (1) Reactant: [C:1]([NH:4][C:5]1[NH:6][C:7](=O)[C:8]2[N:14]=[C:13]([Cl:15])[CH:12]=[CH:11][C:9]=2[N:10]=1)(=[O:3])[CH3:2].C(N(CC)C(C)C)(C)C.O=P(Cl)(Cl)[Cl:28]. The catalyst class is: 12. Product: [C:1]([NH:4][C:5]1[N:6]=[C:7]([Cl:28])[C:8]2[N:14]=[C:13]([Cl:15])[CH:12]=[CH:11][C:9]=2[N:10]=1)(=[O:3])[CH3:2]. (2) Reactant: C(OC([N:8]([CH2:13][C:14]1[CH:48]=[CH:47][C:17]([C:18]([O:20][C@H:21]([C:32]2[CH:37]=[CH:36][C:35]([O:38][CH:39]([F:41])[F:40])=[C:34]([O:42][CH2:43][CH:44]3[CH2:46][CH2:45]3)[CH:33]=2)[CH2:22][C:23]2[C:28]([Cl:29])=[CH:27][N+:26]([O-:30])=[CH:25][C:24]=2[Cl:31])=[O:19])=[CH:16][C:15]=1[O:49][CH2:50][CH:51]1[CH2:53][CH2:52]1)[S:9]([CH3:12])(=[O:11])=[O:10])=O)(C)(C)C.Cl.CCOCC. Product: [Cl:31][C:24]1[CH:25]=[N+:26]([O-:30])[CH:27]=[C:28]([Cl:29])[C:23]=1[CH2:22][C@@H:21]([C:32]1[CH:37]=[CH:36][C:35]([O:38][CH:39]([F:40])[F:41])=[C:34]([O:42][CH2:43][CH:44]2[CH2:45][CH2:46]2)[CH:33]=1)[O:20][C:18](=[O:19])[C:17]1[CH:47]=[CH:48][C:14]([CH2:13][NH:8][S:9]([CH3:12])(=[O:11])=[O:10])=[C:15]([O:49][CH2:50][CH:51]2[CH2:52][CH2:53]2)[CH:16]=1. The catalyst class is: 2. (3) Reactant: I[C:2]1[CH:7]=[CH:6][CH:5]=[CH:4][CH:3]=1.[CH2:8]([O:12][C:13](=[O:16])[CH:14]=[CH2:15])[CH2:9][CH2:10][CH3:11].C(N(C(C)C)C(C)C)C.CN(C=O)C. Product: [C:13]([O:12][CH2:8][CH2:9][CH2:10][CH3:11])(=[O:16])/[CH:14]=[CH:15]/[C:2]1[CH:7]=[CH:6][CH:5]=[CH:4][CH:3]=1. The catalyst class is: 78.